This data is from Full USPTO retrosynthesis dataset with 1.9M reactions from patents (1976-2016). The task is: Predict the reactants needed to synthesize the given product. (1) Given the product [C:16]1([C:24]2[CH:29]=[CH:28][CH:27]=[CH:26][CH:25]=2)[CH:21]=[CH:20][CH:19]=[CH:18][C:17]=1[CH2:22][N:6]1[CH2:7][CH2:8][N:15]2[C:13](=[O:14])[C:3]3[CH:4]=[N:5][N:6]([CH:7]([CH3:8])[CH3:12])[C:2]=3[N:1]=[C:3]2[CH2:2]1, predict the reactants needed to synthesize it. The reactants are: [NH2:1][C:2]1[N:6]([C:7]2[CH:12]=CC=C[CH:8]=2)[N:5]=[CH:4][C:3]=1[C:13]([NH2:15])=[O:14].[C:16]1([C:24]2[CH:29]=[CH:28][CH:27]=[CH:26][CH:25]=2)[C:17]([CH:22]=O)=[CH:18][CH:19]=[CH:20][CH:21]=1.C=O. (2) Given the product [CH3:17][CH:2]([CH3:1])[CH2:3][CH2:4][S:5][C:6]1[CH:11]=[CH:10][CH:9]=[CH:8][C:7]=1/[CH:12]=[CH:13]/[C:14]([N:18]1[CH2:23][CH2:22][CH2:21][CH:20]([OH:24])[CH2:19]1)=[O:16], predict the reactants needed to synthesize it. The reactants are: [CH3:1][CH:2]([CH3:17])[CH2:3][CH2:4][S:5][C:6]1[CH:11]=[CH:10][CH:9]=[CH:8][C:7]=1/[CH:12]=[CH:13]/[C:14]([OH:16])=O.[NH:18]1[CH2:23][CH2:22][CH2:21][CH:20]([OH:24])[CH2:19]1. (3) Given the product [CH2:1]([N:3]([CH2:6][C:7]1[CH:8]=[CH:9][C:10]([CH2:13][CH2:14][NH2:15])=[CH:11][CH:12]=1)[CH2:4][CH3:5])[CH3:2], predict the reactants needed to synthesize it. The reactants are: [CH2:1]([N:3]([CH2:6][C:7]1[CH:12]=[CH:11][C:10]([CH2:13][C:14]#[N:15])=[CH:9][CH:8]=1)[CH2:4][CH3:5])[CH3:2]. (4) Given the product [C:7]([O:9][CH2:10][CH2:14][C:16](=[O:17])[N:26]([CH2:25][C:24]([O:23][CH2:21][CH3:22])=[O:34])[CH2:27][C:28]1[CH:33]=[CH:32][CH:31]=[CH:30][CH:29]=1)(=[O:8])/[CH:6]=[CH:5]/[C:3]([O:2][CH3:1])=[O:4], predict the reactants needed to synthesize it. The reactants are: [CH3:1][O:2][C:3](/[CH:5]=[CH:6]/[C:7]([O:9][CH:10]([CH3:14])C(O)=O)=[O:8])=[O:4].C(Cl)(=O)[C:16](Cl)=[O:17].[CH2:21]([O:23][C:24](=[O:34])[CH2:25][NH:26][CH2:27][C:28]1[CH:33]=[CH:32][CH:31]=[CH:30][CH:29]=1)[CH3:22].C(N(C(C)C)CC)(C)C. (5) Given the product [Cl:8][C:9]1[CH:17]=[CH:16][C:15]([CH2:29][C:30]([OH:32])=[O:31])=[C:11]([CH2:12][C:18]2[CH:23]=[CH:22][CH:21]=[C:20]([O:24][CH3:25])[C:19]=2[O:26][CH3:27])[CH:10]=1, predict the reactants needed to synthesize it. The reactants are: I([O-])(=O)(=O)=O.[Na+].O.[Cl:8][C:9]1[CH:10]=[C:11]2[C:15](=[CH:16][CH:17]=1)CC=[C:12]2[C:18]1[CH:23]=[CH:22][CH:21]=[C:20]([O:24][CH3:25])[C:19]=1[O:26][CH3:27].F[C:29](F)(F)[C:30]([OH:32])=[O:31]. (6) The reactants are: [S:9](O[S:9]([C:12]([F:15])([F:14])[F:13])(=[O:11])=[O:10])([C:12]([F:15])([F:14])[F:13])(=[O:11])=[O:10].[F:16][C:17]([F:37])([F:36])[C:18]1[C:30]([C:31]([F:34])([F:33])[F:32])=[C:29](O)[CH:28]=[CH:27][C:19]=1/[CH:20]=[CH:21]/[C:22]([O:24][CH2:25][CH3:26])=[O:23].N1C=CC=CC=1. Given the product [F:15][C:12]([F:13])([F:14])[S:9]([C:29]1[CH:28]=[CH:27][C:19](/[CH:20]=[CH:21]/[C:22]([O:24][CH2:25][CH3:26])=[O:23])=[C:18]([C:17]([F:36])([F:37])[F:16])[C:30]=1[C:31]([F:32])([F:33])[F:34])(=[O:10])=[O:11], predict the reactants needed to synthesize it. (7) Given the product [ClH:41].[CH3:16][N:15]([CH3:17])[C:6]1([C:9]2[CH:10]=[CH:11][CH:12]=[CH:13][CH:14]=2)[CH2:5][CH2:4][CH:3]([CH2:2][NH:1][C:25]([NH:26][CH2:27][CH2:28][CH2:29][C:30]2[CH:35]=[CH:34][CH:33]=[CH:32][CH:31]=2)=[O:24])[CH2:8][CH2:7]1, predict the reactants needed to synthesize it. The reactants are: [NH2:1][CH2:2][CH:3]1[CH2:8][CH2:7][C:6]([N:15]([CH3:17])[CH3:16])([C:9]2[CH:14]=[CH:13][CH:12]=[CH:11][CH:10]=2)[CH2:5][CH2:4]1.C1([O:24][C:25](=O)[NH:26][CH2:27][CH2:28][CH2:29][C:30]2[CH:35]=[CH:34][CH:33]=[CH:32][CH:31]=2)C=CC=CC=1.NC(N)=O.[Cl:41][Si](C)(C)C. (8) Given the product [F:1][C:2]1[CH:3]=[C:4]2[C:8](=[CH:9][CH:10]=1)[NH:7][C:6](=[O:11])[C:5]2=[N:12][N:13]=[CH:14][C:15]1[NH:19][C:18]([CH3:20])=[C:17]([C:21]([NH:23][CH2:24][CH2:25][CH2:26][CH2:27][CH2:28][CH2:29][CH2:30][C:31]([NH:71][C:68]2[CH:69]=[CH:70][C:65]([F:64])=[CH:66][C:67]=2[NH2:72])=[O:33])=[O:22])[C:16]=1[CH3:34], predict the reactants needed to synthesize it. The reactants are: [F:1][C:2]1[CH:3]=[C:4]2[C:8](=[CH:9][CH:10]=1)[NH:7][C:6](=[O:11])[C:5]2=[N:12][N:13]=[CH:14][C:15]1[NH:19][C:18]([CH3:20])=[C:17]([C:21]([NH:23][CH2:24][CH2:25][CH2:26][CH2:27][CH2:28][CH2:29][CH2:30][C:31]([OH:33])=O)=[O:22])[C:16]=1[CH3:34].Cl.C(N=C=NCCCN(C)C)C.OC1C2N=NNC=2C=CC=1.C(N(CC)CC)C.[F:64][C:65]1[CH:70]=[CH:69][C:68]([NH2:71])=[C:67]([NH2:72])[CH:66]=1. (9) Given the product [CH3:15][C:10]1[CH:3]=[C:2]([OH:1])[C:6]2[C:7]([C:11]=1[CH3:12])=[CH:20][CH:19]=[CH:4][CH:5]=2, predict the reactants needed to synthesize it. The reactants are: [CH3:1][C:2]1[O:3][CH:4]=[CH:5][C:6]=1[CH3:7].[Mg].Br[C:10]1[CH:15]=CC=[CH:12][C:11]=1F.[Cl-].[NH4+].[CH2:19]1COC[CH2:20]1.